From a dataset of Reaction yield outcomes from USPTO patents with 853,638 reactions. Predict the reaction yield, written as a fraction of the theoretical maximum amount of product (1.0 means a 100% yield; for example, 0.34 means a 34% yield). (1) The reactants are [CH2:1](O)[CH2:2][CH3:3].CC1C=CC=C(C)N=1.FC(F)(F)S(OS(C(F)(F)F)(=O)=O)(=O)=O.[CH2:28]([O:35][NH2:36])[C:29]1[CH:34]=[CH:33][CH:32]=[CH:31][CH:30]=1. The catalyst is C(Cl)Cl. The product is [CH2:28]([O:35][NH:36][CH2:1][CH2:2][CH3:3])[C:29]1[CH:34]=[CH:33][CH:32]=[CH:31][CH:30]=1. The yield is 0.750. (2) The reactants are [Cl:1][C:2]1[CH:9]=[CH:8][C:5]([CH2:6][OH:7])=[CH:4][CH:3]=1.[H-].[Na+].C([O:14][C:15]([C:17]1[N:18]=[C:19](Br)[S:20][CH:21]=1)=O)C.C(N(CC)CC)C.C(Cl)(=O)OCC.[BH4-].[Na+]. The catalyst is C1COCC1.O. The product is [Cl:1][C:2]1[CH:9]=[CH:8][C:5]([CH2:6][O:7][C:19]2[S:20][CH:21]=[C:17]([CH2:15][OH:14])[N:18]=2)=[CH:4][CH:3]=1. The yield is 0.540.